Dataset: NCI-60 drug combinations with 297,098 pairs across 59 cell lines. Task: Regression. Given two drug SMILES strings and cell line genomic features, predict the synergy score measuring deviation from expected non-interaction effect. (1) Drug 1: C1CC(CCC1OC2=C(C(=CC=C2)Cl)F)(CC3=NC(=CC=C3)NC4=NC=CS4)C(=O)O. Drug 2: CCC1=C2CN3C(=CC4=C(C3=O)COC(=O)C4(CC)O)C2=NC5=C1C=C(C=C5)O. Cell line: T-47D. Synergy scores: CSS=26.7, Synergy_ZIP=-2.86, Synergy_Bliss=-2.10, Synergy_Loewe=-4.74, Synergy_HSA=1.82. (2) Drug 1: CC1=C2C(C(=O)C3(C(CC4C(C3C(C(C2(C)C)(CC1OC(=O)C(C(C5=CC=CC=C5)NC(=O)C6=CC=CC=C6)O)O)OC(=O)C7=CC=CC=C7)(CO4)OC(=O)C)O)C)OC(=O)C. Drug 2: CC1=C(C(=CC=C1)Cl)NC(=O)C2=CN=C(S2)NC3=CC(=NC(=N3)C)N4CCN(CC4)CCO. Cell line: NCI-H460. Synergy scores: CSS=46.0, Synergy_ZIP=2.69, Synergy_Bliss=1.24, Synergy_Loewe=-31.1, Synergy_HSA=4.15. (3) Drug 1: C1=CC=C(C(=C1)C(C2=CC=C(C=C2)Cl)C(Cl)Cl)Cl. Drug 2: C1=CN(C=N1)CC(O)(P(=O)(O)O)P(=O)(O)O. Cell line: SF-268. Synergy scores: CSS=1.99, Synergy_ZIP=0.277, Synergy_Bliss=2.50, Synergy_Loewe=-2.03, Synergy_HSA=-0.525. (4) Drug 1: CC1=C(C=C(C=C1)C(=O)NC2=CC(=CC(=C2)C(F)(F)F)N3C=C(N=C3)C)NC4=NC=CC(=N4)C5=CN=CC=C5. Drug 2: CCC1=C2CN3C(=CC4=C(C3=O)COC(=O)C4(CC)O)C2=NC5=C1C=C(C=C5)O. Cell line: CCRF-CEM. Synergy scores: CSS=51.3, Synergy_ZIP=4.22, Synergy_Bliss=0.835, Synergy_Loewe=-58.1, Synergy_HSA=-6.38.